This data is from Full USPTO retrosynthesis dataset with 1.9M reactions from patents (1976-2016). The task is: Predict the reactants needed to synthesize the given product. (1) Given the product [Cl:25][CH2:24][CH2:23][CH2:22][O:1][C:2]1[CH:3]=[CH:4][C:5]([C:8]2[CH:13]=[CH:12][C:11]([CH3:14])=[CH:10][CH:9]=2)=[CH:6][CH:7]=1, predict the reactants needed to synthesize it. The reactants are: [OH:1][C:2]1[CH:7]=[CH:6][C:5]([C:8]2[CH:13]=[CH:12][C:11]([CH3:14])=[CH:10][CH:9]=2)=[CH:4][CH:3]=1.C(=O)([O-])[O-].[K+].[K+].Br[CH2:22][CH2:23][CH2:24][Cl:25]. (2) Given the product [NH3:1].[CH2:40]([NH:1][CH2:2][CH2:3][C:4]1[CH:5]=[CH:6][C:7]([O:8][CH2:9][CH2:10][C:11]2[CH:16]=[CH:15][C:14]([OH:17])=[C:13]([C@@H:18]([C:28]3[CH:29]=[CH:30][CH:31]=[CH:32][CH:33]=3)[CH2:19][CH2:20][N:21]([CH:25]([CH3:26])[CH3:27])[CH:22]([CH3:24])[CH3:23])[CH:12]=2)=[CH:34][CH:35]=1)[C:41]1[CH:46]=[CH:45][CH:44]=[CH:43][CH:42]=1, predict the reactants needed to synthesize it. The reactants are: [NH2:1][CH2:2][CH2:3][C:4]1[CH:35]=[CH:34][C:7]([O:8][CH2:9][CH2:10][C:11]2[CH:16]=[CH:15][C:14]([OH:17])=[C:13]([C@@H:18]([C:28]3[CH:33]=[CH:32][CH:31]=[CH:30][CH:29]=3)[CH2:19][CH2:20][N:21]([CH:25]([CH3:27])[CH3:26])[CH:22]([CH3:24])[CH3:23])[CH:12]=2)=[CH:6][CH:5]=1.C(O)(=O)C.[CH:40](=O)[C:41]1[CH:46]=[CH:45][CH:44]=[CH:43][CH:42]=1.[BH4-].[Na+]. (3) Given the product [CH2:14]([O:16][C:17](=[O:21])[CH2:18][CH2:19][NH:20][CH2:10][C:9]([O:8][CH2:1][C:2]1[CH:7]=[CH:6][CH:5]=[CH:4][CH:3]=1)=[O:12])[CH3:15], predict the reactants needed to synthesize it. The reactants are: [CH2:1]([O:8][C:9](=[O:12])[CH2:10]Br)[C:2]1[CH:7]=[CH:6][CH:5]=[CH:4][CH:3]=1.Cl.[CH2:14]([O:16][C:17](=[O:21])[CH2:18][CH2:19][NH2:20])[CH3:15].CCN(C(C)C)C(C)C. (4) Given the product [C:18]([C:16]1[CH:15]=[C:14]([O:20][CH2:21][C:22]2[S:23][C:24]([CH3:27])=[N:25][N:26]=2)[C:13]([CH3:28])=[C:12]2[C:17]=1[C:9]1[CH2:8][CH2:7][O:6][C@@:5]([CH2:4][C:3]([OH:32])=[O:2])([CH2:29][CH2:30][CH3:31])[C:10]=1[NH:11]2)#[N:19], predict the reactants needed to synthesize it. The reactants are: C[O:2][C:3](=[O:32])[CH2:4][C@:5]1([CH2:29][CH2:30][CH3:31])[C:10]2[NH:11][C:12]3[C:17]([C:9]=2[CH2:8][CH2:7][O:6]1)=[C:16]([C:18]#[N:19])[CH:15]=[C:14]([O:20][CH2:21][C:22]1[S:23][C:24]([CH3:27])=[N:25][N:26]=1)[C:13]=3[CH3:28].CCO.[OH-].[Na+].